This data is from Full USPTO retrosynthesis dataset with 1.9M reactions from patents (1976-2016). The task is: Predict the reactants needed to synthesize the given product. (1) Given the product [N:1]1([CH2:6][CH:7]([C:9]2[S:10][CH:11]=[CH:12][N:13]=2)[O:8][C:28]2[CH:29]=[CH:30][C:21]([CH2:20][CH2:19][C:18]3[CH:17]=[CH:16][C:15]([F:14])=[CH:33][CH:32]=3)=[C:22]([CH:27]=2)[C:23]([O:25][CH3:26])=[O:24])[CH:5]=[CH:4][N:3]=[CH:2]1, predict the reactants needed to synthesize it. The reactants are: [N:1]1([CH2:6][CH:7]([C:9]2[S:10][CH:11]=[CH:12][N:13]=2)[OH:8])[CH:5]=[CH:4][N:3]=[CH:2]1.[F:14][C:15]1[CH:33]=[CH:32][C:18]([CH2:19][CH2:20][C:21]2[CH:30]=[CH:29][C:28](O)=[CH:27][C:22]=2[C:23]([O:25][CH3:26])=[O:24])=[CH:17][CH:16]=1.CC1N(CC(C2C=CC(F)=CC=2)OC2C=CC(CCC3C=CC(F)=CC=3)=C(C=2)C(OC)=O)C=CN=1. (2) Given the product [CH2:35]([NH:15][C:16]1[CH:21]=[CH:20][CH:19]=[CH:18][C:17]=1[C:22]1[CH:31]=[CH:30][C:25]([C:26]([O:28][CH3:29])=[O:27])=[C:24]([N+:32]([O-:34])=[O:33])[CH:23]=1)[CH3:36], predict the reactants needed to synthesize it. The reactants are: FC(F)(F)C(O)=O.C(OC([N:15]([CH2:35][CH3:36])[C:16]1[CH:21]=[CH:20][CH:19]=[CH:18][C:17]=1[C:22]1[CH:31]=[CH:30][C:25]([C:26]([O:28][CH3:29])=[O:27])=[C:24]([N+:32]([O-:34])=[O:33])[CH:23]=1)=O)(C)(C)C. (3) The reactants are: [CH3:1][CH2:2][CH2:3]CC.[C:6]1(C)[C:7]([CH3:12])=[CH:8]C=[CH:10][CH:11]=1. Given the product [CH3:1][CH2:2][CH3:3].[CH3:7][CH2:6][CH2:11][CH3:10].[CH3:6][C:7]([CH3:12])([CH3:1])[CH3:8], predict the reactants needed to synthesize it. (4) Given the product [C:19]([NH:15][C:14]1[CH:16]=[CH:17][N:10]([C@@H:3]2[O:4][C@H:5]([CH:8]([C:19](=[O:26])[C:20]3[CH:25]=[CH:24][CH:23]=[CH:22][CH:21]=3)[OH:9])[C@@:6]([C:19](=[O:26])[C:20]3[CH:25]=[CH:24][CH:23]=[CH:22][CH:21]=3)([OH:7])[C@:2]2([F:1])[CH3:18])[C:11](=[O:12])[N:13]=1)(=[O:26])[C:20]1[CH:25]=[CH:24][CH:23]=[CH:22][CH:21]=1, predict the reactants needed to synthesize it. The reactants are: [F:1][C@:2]1([CH3:18])[C@H:6]([OH:7])[C@@H:5]([CH2:8][OH:9])[O:4][C@H:3]1[N:10]1[CH:17]=[CH:16][C:14]([NH2:15])=[N:13][C:11]1=[O:12].[C:19](Cl)(=[O:26])[C:20]1[CH:25]=[CH:24][CH:23]=[CH:22][CH:21]=1. (5) Given the product [NH2:1][C:4]1[CH:5]=[C:6]([N:10]2[CH2:14][CH2:13][CH2:12][C:11]2=[O:15])[CH:7]=[CH:8][CH:9]=1, predict the reactants needed to synthesize it. The reactants are: [N+:1]([C:4]1[CH:5]=[C:6]([N:10]2[CH2:14][CH2:13][CH2:12][C:11]2=[O:15])[CH:7]=[CH:8][CH:9]=1)([O-])=O. (6) Given the product [CH:1]1([NH:4][C:5]2[C:6]3[S:13][CH:12]=[C:11]([C:14]([NH:16][C:17]4[CH:18]=[C:19]([C:20](=[O:21])[NH:39][C:36]5[CH:37]=[N:38][C:33]([N:30]6[CH2:29][CH2:28][O:27][CH2:32][CH2:31]6)=[CH:34][CH:35]=5)[CH:23]=[CH:24][C:25]=4[CH3:26])=[O:15])[C:7]=3[N:8]=[CH:9][N:10]=2)[CH2:3][CH2:2]1, predict the reactants needed to synthesize it. The reactants are: [CH:1]1([NH:4][C:5]2[C:6]3[S:13][CH:12]=[C:11]([C:14]([NH:16][C:17]4[CH:18]=[C:19]([CH:23]=[CH:24][C:25]=4[CH3:26])[C:20](O)=[O:21])=[O:15])[C:7]=3[N:8]=[CH:9][N:10]=2)[CH2:3][CH2:2]1.[O:27]1[CH2:32][CH2:31][N:30]([C:33]2[N:38]=[CH:37][C:36]([NH2:39])=[CH:35][CH:34]=2)[CH2:29][CH2:28]1. (7) Given the product [Cl:19][C:16]1[CH:17]=[CH:18][C:13]([N:6]2[C:7]3[CH:12]=[CH:11][CH:10]=[CH:9][C:8]=3[N:4]([CH2:3][CH2:2][NH2:22])[S:5]2(=[O:21])=[O:20])=[CH:14][CH:15]=1, predict the reactants needed to synthesize it. The reactants are: Br[CH2:2][CH2:3][N:4]1[C:8]2[CH:9]=[CH:10][CH:11]=[CH:12][C:7]=2[N:6]([C:13]2[CH:18]=[CH:17][C:16]([Cl:19])=[CH:15][CH:14]=2)[S:5]1(=[O:21])=[O:20].[NH3:22].